Task: Predict the reaction yield, written as a fraction of the theoretical maximum amount of product (1.0 means a 100% yield; for example, 0.34 means a 34% yield).. Dataset: Reaction yield outcomes from USPTO patents with 853,638 reactions (1) The reactants are [Cl:1][C:2]1[C:3]([NH:17][C:18]2[CH:26]=[CH:25][CH:24]=[CH:23][C:19]=2[C:20]([OH:22])=O)=[CH:4][C:5]([NH:8][C:9]2[N:13]([CH2:14][CH3:15])[N:12]=[C:11]([CH3:16])[CH:10]=2)=[N:6][CH:7]=1.C1C=C[C:30]2[N:35]([OH:36])N=NC=2C=1.C(Cl)CCl.CNO.CCN(C(C)C)C(C)C. The catalyst is CN(C)C=O. The product is [Cl:1][C:2]1[C:3]([NH:17][C:18]2[CH:26]=[CH:25][CH:24]=[CH:23][C:19]=2[C:20]([N:35]([OH:36])[CH3:30])=[O:22])=[CH:4][C:5]([NH:8][C:9]2[N:13]([CH2:14][CH3:15])[N:12]=[C:11]([CH3:16])[CH:10]=2)=[N:6][CH:7]=1. The yield is 0.231. (2) The reactants are Cl[C:2]1([C:12]2[CH:17]=[CH:16][C:15]([Cl:18])=[CH:14][CH:13]=2)[C:10]2[C:5](=[CH:6][CH:7]=[CH:8][CH:9]=2)[C:4](=[O:11])[O:3]1.C(N(CC)CC)C.[NH2:26][CH2:27][C:28]1[CH:35]=[CH:34][C:31]([C:32]#[N:33])=[CH:30][CH:29]=1. No catalyst specified. The product is [CH:7]1[CH:6]=[C:5]2[C:4]([N:33]([CH2:32][C:31]3[CH:34]=[CH:35][C:28]([C:27]#[N:26])=[CH:29][CH:30]=3)[C:2]([OH:3])([C:12]3[CH:17]=[CH:16][C:15]([Cl:18])=[CH:14][CH:13]=3)[C:10]2=[CH:9][CH:8]=1)=[O:11]. The yield is 0.500. (3) The reactants are [CH3:1][C:2]1[CH:3]=[N:4][C:5]2[C:10]([CH:11]=1)=[CH:9][C:8]([CH2:12][C:13]1[CH:14]=[C:15]([CH:19]=[CH:20][N:21]=1)[C:16]([OH:18])=O)=[CH:7][CH:6]=2.Cl.Cl.[NH2:24][CH2:25][C:26]1[C:27]([CH3:34])=[CH:28][C:29]([NH2:33])=[N:30][C:31]=1[CH3:32].CCN=C=NCCCN(C)C.C1C=CC2N(O)N=NC=2C=1. The catalyst is CN(C=O)C.O. The product is [NH2:33][C:29]1[N:30]=[C:31]([CH3:32])[C:26]([CH2:25][NH:24][C:16](=[O:18])[C:15]2[CH:19]=[CH:20][N:21]=[C:13]([CH2:12][C:8]3[CH:9]=[C:10]4[C:5](=[CH:6][CH:7]=3)[N:4]=[CH:3][C:2]([CH3:1])=[CH:11]4)[CH:14]=2)=[C:27]([CH3:34])[CH:28]=1. The yield is 0.170. (4) The reactants are [F:1][C:2]1[CH:7]=[CH:6][CH:5]=[CH:4][C:3]=1[CH2:8][C:9]([O:11][C@H:12]([C:14]1[CH:19]=[CH:18][CH:17]=[CH:16][CH:15]=1)[CH3:13])=[O:10].[CH2:20]1[CH2:30][CH2:29][N:28]2C(=NC[CH2:26][CH2:27]2)CC1.C(Br)(Br)(Br)Br.N1CCCCC1. The catalyst is C1COCC1.C(OCC)C.C1(C)C=CC=CC=1. The product is [F:1][C:2]1[CH:7]=[CH:6][CH:5]=[CH:4][C:3]=1[C@@H:8]([N:28]1[CH2:27][CH2:26][CH2:20][CH2:30][CH2:29]1)[C:9]([O:11][C@H:12]([C:14]1[CH:15]=[CH:16][CH:17]=[CH:18][CH:19]=1)[CH3:13])=[O:10]. The yield is 0.110. (5) The reactants are [Br:1][C:2]1[C:3]([F:38])=[CH:4][C:5]([N+:35]([O-:37])=[O:36])=[C:6]([O:8][C:9]2[C:10]([F:34])=[C:11]([CH2:16][NH:17][C:18]([C:20]3[N:24](COCC[Si](C)(C)C)[CH:23]=[N:22][C:21]=3[Cl:33])=[O:19])[CH:12]=[CH:13][C:14]=2[Cl:15])[CH:7]=1.C(O)(C(F)(F)F)=O. The catalyst is C(Cl)Cl. The product is [Br:1][C:2]1[C:3]([F:38])=[CH:4][C:5]([N+:35]([O-:37])=[O:36])=[C:6]([O:8][C:9]2[C:10]([F:34])=[C:11]([CH2:16][NH:17][C:18]([C:20]3[NH:24][CH:23]=[N:22][C:21]=3[Cl:33])=[O:19])[CH:12]=[CH:13][C:14]=2[Cl:15])[CH:7]=1. The yield is 0.750. (6) The reactants are [C:1]([N:4]1[C:13]2[C:8](=[CH:9][C:10](Br)=[CH:11][CH:12]=2)[N:7]([C:15]([O:17][CH:18]2[CH2:21][CH2:20][CH2:19]2)=[O:16])[CH2:6][C@@H:5]1[CH3:22])(=[O:3])[CH3:2].CC1(C)C(C)(C)OB([C:31]2[CH:32]=[N:33][N:34]([CH:36]3[CH2:41][CH2:40][S:39](=[O:43])(=[O:42])[CH2:38][CH2:37]3)[CH:35]=2)O1.C(=O)([O-])[O-].[Cs+].[Cs+].O1CCOCC1. The catalyst is CC(OC1C=CC=C(OC(C)C)C=1C1C(P(C2CCCCC2)C2CCCCC2)=CC=CC=1)C.CC(OC)(C)C.C1C=[C-]C(CCN)=CC=1.Cl[Pd+].O. The product is [C:1]([N:4]1[C:13]2[C:8](=[CH:9][C:10]([C:31]3[CH:32]=[N:33][N:34]([CH:36]4[CH2:41][CH2:40][S:39](=[O:42])(=[O:43])[CH2:38][CH2:37]4)[CH:35]=3)=[CH:11][CH:12]=2)[N:7]([C:15]([O:17][CH:18]2[CH2:21][CH2:20][CH2:19]2)=[O:16])[CH2:6][C@@H:5]1[CH3:22])(=[O:3])[CH3:2]. The yield is 0.470. (7) The reactants are Cl.[NH2:2][C:3]1[CH:8]=[CH:7][CH:6]=[C:5]([C:9]2[CH:14]=[CH:13][CH:12]=[C:11]([C:15]3[NH:19][N:18]=[N:17][N:16]=3)[CH:10]=2)[C:4]=1[OH:20].[N:21]([O-])=O.[Na+].[CH2:25]1[C:33]2[C:28](=[CH:29][C:30]([N:34]3[C:38](=[O:39])[CH2:37][C:36]([CH3:40])=[N:35]3)=[CH:31][CH:32]=2)[CH2:27][CH2:26]1.C(=O)(O)[O-].[Na+]. The catalyst is Cl.C(O)C. The product is [OH:20][C:4]1[C:3]([NH:2][N:21]=[C:37]2[C:36]([CH3:40])=[N:35][N:34]([C:30]3[CH:29]=[C:28]4[C:33](=[CH:32][CH:31]=3)[CH2:25][CH2:26][CH2:27]4)[C:38]2=[O:39])=[CH:8][CH:7]=[CH:6][C:5]=1[C:9]1[CH:14]=[CH:13][CH:12]=[C:11]([C:15]2[NH:19][N:18]=[N:17][N:16]=2)[CH:10]=1. The yield is 0.188.